From a dataset of Full USPTO retrosynthesis dataset with 1.9M reactions from patents (1976-2016). Predict the reactants needed to synthesize the given product. (1) The reactants are: [CH:1]1[C:14]2[C:5](=[CH:6][C:7]3[C:12]([C:13]=2[C:15]([N:17]2[CH2:22][CH2:21][CH:20]([N:23]4[CH2:36][C:27]5([C:31](=[O:32])[N:30]([CH2:33][CH3:34])[CH:29]([CH3:35])[CH2:28]5)[NH:26][CH2:25][CH2:24]4)[CH2:19][CH2:18]2)=[O:16])=[CH:11][CH:10]=[CH:9][CH:8]=3)[CH:4]=[CH:3][CH:2]=1.C=O.S([O-])([O-])(=O)=O.[Na+].[Na+].[C:46](O[BH-](OC(=O)C)OC(=O)C)(=O)C.[Na+]. Given the product [CH:1]1[C:14]2[C:5](=[CH:6][C:7]3[C:12]([C:13]=2[C:15]([N:17]2[CH2:18][CH2:19][CH:20]([N:23]4[CH2:36][C:27]5([C:31](=[O:32])[N:30]([CH2:33][CH3:34])[CH:29]([CH3:35])[CH2:28]5)[N:26]([CH3:46])[CH2:25][CH2:24]4)[CH2:21][CH2:22]2)=[O:16])=[CH:11][CH:10]=[CH:9][CH:8]=3)[CH:4]=[CH:3][CH:2]=1, predict the reactants needed to synthesize it. (2) Given the product [C:4]([CH:5]([C:6]1[CH:11]=[CH:10][CH:9]=[CH:8][CH:7]=1)[NH:14][C:15]1[CH:20]=[CH:19][C:18]([CH3:21])=[CH:17][CH:16]=1)#[CH:3], predict the reactants needed to synthesize it. The reactants are: C(=O)([O-])O[CH2:3][CH:4]=[CH:5][C:6]1[CH:11]=[CH:10][CH:9]=[CH:8][CH:7]=1.[NH2:14][C:15]1[CH:20]=[CH:19][C:18]([CH3:21])=[CH:17][CH:16]=1. (3) Given the product [CH3:42][N:43]([CH3:48])[CH2:44][C:45]([N:6]1[CH2:11][CH2:10][CH:9]([N:12]2[CH2:16][CH2:34][CH2:33][C@H:14]([NH:17][S:18]([C:21]3[CH:30]=[CH:29][C:28]4[C:23](=[CH:24][CH:25]=[C:26]([Cl:31])[CH:27]=4)[CH:22]=3)(=[O:19])=[O:20])[C:13]2=[O:32])[CH2:8][CH2:7]1)=[O:46], predict the reactants needed to synthesize it. The reactants are: C1([N:6]2[CH2:11][CH2:10][CH:9]([N:12]3[CH2:16]C[C@H:14]([NH:17][S:18]([C:21]4[CH:30]=[CH:29][C:28]5[C:23](=[CH:24][CH:25]=[C:26]([Cl:31])[CH:27]=5)[CH:22]=4)(=[O:20])=[O:19])[C:13]3=[O:32])[CH2:8][CH2:7]2)CCCC1.[CH3:33][CH2:34]N(C(C)C)C(C)C.[CH3:42][N:43]([CH3:48])[CH2:44][C:45](O)=[O:46].CN([P+](ON1N=NC2C=CC=CC1=2)(N(C)C)N(C)C)C.F[P-](F)(F)(F)(F)F. (4) Given the product [Br:1][C:2]1[C:8]([O:9][C:10]2[CH:15]=[CH:14][C:13]([F:16])=[CH:12][C:11]=2[F:17])=[CH:7][C:5]([NH:6][C:30](=[O:31])[C:29]([F:40])([F:39])[F:28])=[C:4]([N+:18]([O-:20])=[O:19])[CH:3]=1, predict the reactants needed to synthesize it. The reactants are: [Br:1][C:2]1[C:8]([O:9][C:10]2[CH:15]=[CH:14][C:13]([F:16])=[CH:12][C:11]=2[F:17])=[CH:7][C:5]([NH2:6])=[C:4]([N+:18]([O-:20])=[O:19])[CH:3]=1.C(N(CC)CC)C.[F:28][C:29]([F:40])([F:39])[C:30](O[C:30](=[O:31])[C:29]([F:40])([F:39])[F:28])=[O:31]. (5) Given the product [O:14]=[C:7]1[NH:6][C:5]2[CH:15]=[CH:16][C:2]([O:1][CH:28]3[CH2:33][CH2:32][N:31]([C:34]([O:36][C:37]([CH3:40])([CH3:39])[CH3:38])=[O:35])[CH2:30][CH2:29]3)=[CH:3][C:4]=2[C:13]2[N:12]=[CH:11][CH:10]=[CH:9][C:8]1=2, predict the reactants needed to synthesize it. The reactants are: [OH:1][C:2]1[CH:16]=[CH:15][C:5]2[NH:6][C:7](=[O:14])[C:8]3[CH:9]=[CH:10][CH:11]=[N:12][C:13]=3[C:4]=2[CH:3]=1.C(=O)([O-])[O-].[K+].[K+].CS(O[CH:28]1[CH2:33][CH2:32][N:31]([C:34]([O:36][C:37]([CH3:40])([CH3:39])[CH3:38])=[O:35])[CH2:30][CH2:29]1)(=O)=O.